From a dataset of Experimentally validated miRNA-target interactions with 360,000+ pairs, plus equal number of negative samples. Binary Classification. Given a miRNA mature sequence and a target amino acid sequence, predict their likelihood of interaction. (1) The miRNA is hsa-miR-6799-3p with sequence UGCCCUGCAUGGUGUCCCCACAG. The protein sequence of the target gene is MKPALLEVMRMNRICRMVLATCFGSFILVIFYFQSMLHPVMRRNPFGVDICCRKGSRSPLQELYNPIQLELSNTAILHQMRRDQVTDTCRANSAMSRKRRVLTPNDLKHLVVDEDHELIYCYVPKVACTNWKRLMMVLSGRGKYSDPMEIPANEAHVSANLKTLNQYSIPEINHRLKSYMKFLFVREPFERLVSAYRNKFTQKYNTSFHKRYGTKIIRRQRKNATQEALRKGDDVKFEEFVAYLIDPHTQREEPFNEHWQTVYSLCHPCHIHYDLVGKYETLEEDSNYVLQLAGVSGYLK.... Result: 0 (no interaction). (2) The miRNA is hsa-miR-7108-5p with sequence GUGUGGCCGGCAGGCGGGUGG. The protein sequence of the target gene is MLSSVCVSSFRGRQGASKQQPAPPPQPPESPPPPPLPPQQQQPAQPGPAASPAGPPAPRGPGDRRAEPCPGLPAAAMGRHGGGGGDSGKIVINVGGVRHETYRSTLRTLPGTRLAGLTEPEAAARFDYDPGADEFFFDRHPGVFAYVLNYYRTGKLHCPADVCGPLFEEELGFWGIDETDVEACCWMTYRQHRDAEEALDSFEAPDPAGAANAANAAGAHDGGLDDEAGAGGGGLDGAGGELKRLCFQDAGGGAGGPPGGAGGAGGTWWRRWQPRVWALFEDPYSSRAARYVAFASLFFI.... Result: 1 (interaction). (3) Result: 0 (no interaction). The protein sequence of the target gene is MGDDSEWLKLPVDQKCEHKLWKARLSGYEEALKIFQKIKDEKSPEWSKFLGLIKKFVTDSNAVVQLKGLEAALVYVENAHVAGKTTGEVVSGVVSKVFNQPKAKAKELGIEICLMYIEIEKGEAVQEELLKGLDNKNPKIIVACIETLRKALSEFGSKIILLKPIIKVLPKLFESREKAVRDEAKLIAVEIYRWIRDALRPPLQNINSVQLKELEEEWVKLPTSAPRPTRFLRSQQELEAKLEQQQSAGGDAEGGGDDGDEVPQIDAYELLEAVEILSKLPKDFYDKIEAKKWQERKEAL.... The miRNA is mmu-miR-672-5p with sequence UGAGGUUGGUGUACUGUGUGUGA. (4) The miRNA is mmu-miR-298-5p with sequence GGCAGAGGAGGGCUGUUCUUCCC. The protein sequence of the target gene is MRCISPTALVTFCAGFCISNPVLAQGLEAGVGPRADCEVCKEFLDRFYNSLLSRGIDFSADTIEKELLNFCSDAKGKENRLCYYLGATTDAATKILGEVTRPMSVHIPAVKICEKLKKMDSQICELKYGKKLDLASVDLWKMRVAELKQILQRWGEECRACAEKSDYVNLIRELAPKYVEIYPQTEL. Result: 1 (interaction). (5) The miRNA is hsa-miR-6883-3p with sequence UUCCCUAUCUCACUCUCCUCAG. The protein sequence of the target gene is MSRINKNVVLALLTLTSSAFLLFQLYYYKHYLSARNGPGSSKSKGNRVGFDSTQWRAVKKFIMLTSSQNVPVFLIDPWILESINKNFEQVKNASQGPASECRFFCVPRDFTAFALQYHLWKNEDGWFRIAENMGFQCLKTESKDPRLDGIDSLSGTEIPLHYVCKLTTHAIHLVVFHERSGNYLWHGHLRLKGHMDRKFVPFRKLQFGRYPGAFDRPELQQVTVDGLDMLIPKDPGRFLEEVPHSRFIECRYKEARAFLQQYIDDNTVDAMVFRKRAKELLQLAAKTLKDLGVPFWLSSG.... Result: 0 (no interaction). (6) The miRNA is mmu-miR-743b-5p with sequence UGUUCAGACUGGUGUCCAUCA. The protein sequence of the target gene is MASELAMNNSDLPTSPLAMEYVNDFDLMKFEVKKEPVETDRIISQCGRLIAGGSLSSTPMSTPCSSVPPSPSFSAPSPGSGSEQKAHLEDYYWMTGYPQQLNPEALGFSPEDAVEALISNSHQLQGGFDGYARGAQQLAAAAGAGAGASLGGSGEEMGPAAAVVSAVIAAAAAQSGAAPHYHHHHHHAAGHHHHPTAGAPGAAGGASASASGAGGAGGGGPASAGGGGGGGGGGGTAGAGGALHPHHAAGGLHFDDRFSDEQLVTMSVRELNRQLRGVSKEEVIRLKQKRRTLKNRGYAQ.... Result: 1 (interaction).